From a dataset of Experimentally validated miRNA-target interactions with 360,000+ pairs, plus equal number of negative samples. Binary Classification. Given a miRNA mature sequence and a target amino acid sequence, predict their likelihood of interaction. The miRNA is hsa-miR-575 with sequence GAGCCAGUUGGACAGGAGC. The protein sequence of the target gene is MASVVLALRTRTAVTSLLSPTPATALAVRYASKKSGGSSKNLGGKSSGRRQGIKKMEGHYVHAGNIIATQRHFRWHPGAHVGVGKNKCLYALEEGIVRYTKEVYVPHPRNTEAVDLITRLPKGAVLYKTFVHVVPAKPEGTFKLVAML. Result: 0 (no interaction).